This data is from Full USPTO retrosynthesis dataset with 1.9M reactions from patents (1976-2016). The task is: Predict the reactants needed to synthesize the given product. (1) Given the product [ClH:1].[CH3:43][O:44][CH2:45][CH2:46][O:47][CH2:48][CH2:49][O:50][CH2:51][CH2:52][O:53][CH2:54][CH2:55][O:56][CH2:57][CH2:58][O:36][C:35](=[O:37])[C:34]1[CH:38]=[CH:39][C:31]([NH:30][C:28]([C@H:9]2[C@H:8]([C:4]3[CH:5]=[CH:6][CH:7]=[C:2]([Cl:1])[C:3]=3[F:42])[C@:12]([C:15]3[CH:20]=[CH:19][C:18]([Cl:21])=[CH:17][C:16]=3[F:22])([C:13]#[N:14])[C@H:11]([CH2:23][C:24]([CH3:26])([CH3:27])[CH3:25])[NH:10]2)=[O:29])=[C:32]([O:40][CH3:41])[CH:33]=1, predict the reactants needed to synthesize it. The reactants are: [Cl:1][C:2]1[C:3]([F:42])=[C:4]([C@@H:8]2[C@:12]([C:15]3[CH:20]=[CH:19][C:18]([Cl:21])=[CH:17][C:16]=3[F:22])([C:13]#[N:14])[C@H:11]([CH2:23][C:24]([CH3:27])([CH3:26])[CH3:25])[NH:10][C@H:9]2[C:28]([NH:30][C:31]2[CH:39]=[CH:38][C:34]([C:35]([OH:37])=[O:36])=[CH:33][C:32]=2[O:40][CH3:41])=[O:29])[CH:5]=[CH:6][CH:7]=1.[CH3:43][O:44][CH2:45][CH2:46][O:47][CH2:48][CH2:49][O:50][CH2:51][CH2:52][O:53][CH2:54][CH2:55][O:56][CH2:57][CH2:58]O. (2) Given the product [Cl:36][C:21]1[C:22]([NH:24][C:25]2[CH:30]=[CH:29][CH:28]=[CH:27][C:26]=2[S:31]([NH:34][CH3:35])(=[O:33])=[O:32])=[N:23][C:18]([NH:16][C:9]2[CH:10]=[C:11]3[C:6](=[CH:7][CH:8]=2)[CH:5]2[CH2:15][CH2:14][CH:12]3[CH2:13][N:3]([CH2:1][CH3:2])[CH2:4]2)=[N:19][CH:20]=1, predict the reactants needed to synthesize it. The reactants are: [CH2:1]([N:3]1[CH2:13][CH:12]2[CH2:14][CH2:15][CH:5]([C:6]3[C:11]2=[CH:10][C:9]([NH2:16])=[CH:8][CH:7]=3)[CH2:4]1)[CH3:2].Cl[C:18]1[N:23]=[C:22]([NH:24][C:25]2[CH:30]=[CH:29][CH:28]=[CH:27][C:26]=2[S:31]([NH:34][CH3:35])(=[O:33])=[O:32])[C:21]([Cl:36])=[CH:20][N:19]=1.